Dataset: Forward reaction prediction with 1.9M reactions from USPTO patents (1976-2016). Task: Predict the product of the given reaction. (1) Given the reactants C([O:3][C:4]([C:6]1[CH:7]=[C:8]2[C:13](=[CH:14][CH:15]=1)[NH:12][CH:11]([C:16]1[CH:21]=[CH:20][CH:19]=[C:18]([N:22]3[CH2:27][CH2:26][N:25]([C:28]4[CH:33]=[CH:32][C:31]([CH3:34])=[CH:30][C:29]=4[CH3:35])[CH2:24][CH2:23]3)[CH:17]=1)[CH2:10][C:9]2([CH3:37])[CH3:36])=[O:5])C.Cl, predict the reaction product. The product is: [CH3:35][C:29]1[CH:30]=[C:31]([CH3:34])[CH:32]=[CH:33][C:28]=1[N:25]1[CH2:26][CH2:27][N:22]([C:18]2[CH:17]=[C:16]([CH:11]3[CH2:10][C:9]([CH3:37])([CH3:36])[C:8]4[C:13](=[CH:14][CH:15]=[C:6]([C:4]([OH:5])=[O:3])[CH:7]=4)[NH:12]3)[CH:21]=[CH:20][CH:19]=2)[CH2:23][CH2:24]1. (2) Given the reactants [F:1][CH:2]([F:37])[C:3]1[N:7]2[C:8]3[CH:32]=[CH:31][C:30]([C:33]([F:36])([F:35])[F:34])=[CH:29][C:9]=3[C@H:10]([C:19]3[CH:24]=[CH:23][CH:22]=[C:21]([O:25][CH3:26])[C:20]=3[O:27][CH3:28])[O:11][C@@H:12]([CH2:13][C:14]([O:16]CC)=[O:15])[C:6]2=[N:5][N:4]=1.Cl, predict the reaction product. The product is: [F:37][CH:2]([F:1])[C:3]1[N:7]2[C:8]3[CH:32]=[CH:31][C:30]([C:33]([F:36])([F:35])[F:34])=[CH:29][C:9]=3[C@H:10]([C:19]3[CH:24]=[CH:23][CH:22]=[C:21]([O:25][CH3:26])[C:20]=3[O:27][CH3:28])[O:11][C@@H:12]([CH2:13][C:14]([OH:16])=[O:15])[C:6]2=[N:5][N:4]=1. (3) Given the reactants [CH2:1]([O:5][C:6]1[N:14]=[C:13]2[C:9]([N:10]=[C:11]([O:25]C)[N:12]2[CH2:15][CH2:16][CH2:17][CH2:18][CH:19]2[CH2:24][CH2:23][CH2:22][NH:21][CH2:20]2)=[C:8]([NH2:27])[N:7]=1)[CH2:2][CH2:3][CH3:4].I[CH:29]1[CH2:33][CH2:32][CH2:31][CH2:30]1, predict the reaction product. The product is: [NH2:27][C:8]1[N:7]=[C:6]([O:5][CH2:1][CH2:2][CH2:3][CH3:4])[N:14]=[C:13]2[C:9]=1[NH:10][C:11](=[O:25])[N:12]2[CH2:15][CH2:16][CH2:17][CH2:18][CH:19]1[CH2:24][CH2:23][CH2:22][N:21]([CH:29]2[CH2:33][CH2:32][CH2:31][CH2:30]2)[CH2:20]1. (4) Given the reactants [NH2:1][CH2:2][CH2:3][CH2:4][CH2:5][N:6]1[C:18]2[C:17]3[CH:16]=[CH:15][CH:14]=[CH:13][C:12]=3[N:11]=[C:10]([NH2:19])[C:9]=2[N:8]=[CH:7]1.[Cl:20][C:21]1[N:26]=[CH:25][C:24]([C:27](Cl)=[O:28])=[CH:23][CH:22]=1, predict the reaction product. The product is: [NH2:19][C:10]1[C:9]2[N:8]=[CH:7][N:6]([CH2:5][CH2:4][CH2:3][CH2:2][NH:1][C:27](=[O:28])[C:24]3[CH:23]=[CH:22][C:21]([Cl:20])=[N:26][CH:25]=3)[C:18]=2[C:17]2[CH:16]=[CH:15][CH:14]=[CH:13][C:12]=2[N:11]=1. (5) The product is: [C@@H:6]1([N:24]2[C:32]3[C:27](=[CH:28][CH:29]=[C:30]([CH3:33])[CH:31]=3)[C:26]([S:34][C:35]3[CH:40]=[CH:39][C:38]([O:41][CH3:42])=[CH:37][CH:36]=3)=[CH:25]2)[O:7][C@H:8]([CH2:19][OH:20])[C@@H:9]([OH:15])[C@H:10]([OH:11])[C@H:5]1[OH:4]. Given the reactants C([O:4][C@@H:5]1[C@@H:10]([O:11]C(=O)C)[C@H:9]([O:15]C(=O)C)[C@@H:8]([CH2:19][O:20]C(=O)C)[O:7][C@H:6]1[N:24]1[C:32]2[C:27](=[CH:28][CH:29]=[C:30]([CH3:33])[CH:31]=2)[C:26]([S:34][C:35]2[CH:40]=[CH:39][C:38]([O:41][CH3:42])=[CH:37][CH:36]=2)=[CH:25]1)(=O)C.C[O-].[Na+].C(O)(=O)C, predict the reaction product.